From a dataset of Full USPTO retrosynthesis dataset with 1.9M reactions from patents (1976-2016). Predict the reactants needed to synthesize the given product. (1) Given the product [CH3:1][O:2][C:3](=[O:35])[CH:4]([C:9]1[CH:10]=[C:11]([C:25]2[CH:26]=[CH:27][C:28]([C:31]([F:32])([F:33])[F:34])=[CH:29][CH:30]=2)[N:12]=[C:13]([C:15]2[CH:16]=[CH:17][C:18]([C:21]([F:22])([F:23])[F:24])=[CH:19][CH:20]=2)[CH:14]=1)[CH2:5][CH:6]([CH3:8])[CH3:7], predict the reactants needed to synthesize it. The reactants are: [CH3:1][O:2][C:3](=[O:35])[CH:4]([C:9]1[CH:14]=[C:13]([C:15]2[CH:20]=[CH:19][C:18]([C:21]([F:24])([F:23])[F:22])=[CH:17][CH:16]=2)[N:12]=[C:11]([C:25]2[CH:30]=[CH:29][C:28]([C:31]([F:34])([F:33])[F:32])=[CH:27][CH:26]=2)[CH:10]=1)[CH2:5][C:6]([CH3:8])=[CH2:7]. (2) Given the product [CH3:27][C:26]([CH3:28])([CH3:31])[C:6]([NH:8][NH:9][C:15](=[O:16])[C:14]1[CH:18]=[CH:19][C:11]([Br:10])=[CH:12][CH:13]=1)=[O:7], predict the reactants needed to synthesize it. The reactants are: C(O[C:6]([NH:8][NH2:9])=[O:7])(C)(C)C.[Br:10][C:11]1[CH:19]=[CH:18][C:14]([C:15](Cl)=[O:16])=[CH:13][CH:12]=1.CCN([CH:26]([CH3:28])[CH3:27])C(C)C.[Cl-].[NH4+].[CH2:31](Cl)Cl. (3) Given the product [Cl:1][C:2]1[CH:3]=[C:4]([CH:19]=[CH:20][C:21]=1[Cl:22])[CH2:5][C:6]1[C:7](=[O:18])[O:8][C:9]2[C:14]([C:15]=1[CH3:16])=[CH:13][CH:12]=[C:11]([O:17][C:30]([N:24]1[CH2:29][CH2:28][O:27][CH2:26][CH2:25]1)=[O:31])[CH:10]=2, predict the reactants needed to synthesize it. The reactants are: [Cl:1][C:2]1[CH:3]=[C:4]([CH:19]=[CH:20][C:21]=1[Cl:22])[CH2:5][C:6]1[C:7](=[O:18])[O:8][C:9]2[C:14]([C:15]=1[CH3:16])=[CH:13][CH:12]=[C:11]([OH:17])[CH:10]=2.[I-].[N:24]1([C:30](N2C=C[N+](C)=C2)=[O:31])[CH2:29][CH2:28][O:27][CH2:26][CH2:25]1. (4) Given the product [F:14][C:13]1[C:8]([C:19]2[CH:20]=[CH:21][C:22]([O:23][CH3:24])=[C:17]([F:16])[CH:18]=2)=[N:9][CH:10]=[C:11]([CH:12]=1)[C:28]#[N:29], predict the reactants needed to synthesize it. The reactants are: C([O-])([O-])=O.[Na+].[Na+].Br[C:8]1[C:13]([F:14])=[CH:12][C:11](Br)=[CH:10][N:9]=1.[F:16][C:17]1[CH:18]=[C:19](B(O)O)[CH:20]=[CH:21][C:22]=1[O:23][CH3:24].[C:28]([Zn]C#N)#[N:29].